Dataset: NCI-60 drug combinations with 297,098 pairs across 59 cell lines. Task: Regression. Given two drug SMILES strings and cell line genomic features, predict the synergy score measuring deviation from expected non-interaction effect. (1) Drug 1: CC12CCC3C(C1CCC2=O)CC(=C)C4=CC(=O)C=CC34C. Drug 2: CC1CCC2CC(C(=CC=CC=CC(CC(C(=O)C(C(C(=CC(C(=O)CC(OC(=O)C3CCCCN3C(=O)C(=O)C1(O2)O)C(C)CC4CCC(C(C4)OC)OCCO)C)C)O)OC)C)C)C)OC. Cell line: NCIH23. Synergy scores: CSS=51.7, Synergy_ZIP=-5.44, Synergy_Bliss=-2.72, Synergy_Loewe=-3.40, Synergy_HSA=-0.398. (2) Drug 1: CN1CCC(CC1)COC2=C(C=C3C(=C2)N=CN=C3NC4=C(C=C(C=C4)Br)F)OC. Drug 2: CCC(=C(C1=CC=CC=C1)C2=CC=C(C=C2)OCCN(C)C)C3=CC=CC=C3.C(C(=O)O)C(CC(=O)O)(C(=O)O)O. Cell line: SK-MEL-5. Synergy scores: CSS=-2.47, Synergy_ZIP=5.96, Synergy_Bliss=8.43, Synergy_Loewe=2.78, Synergy_HSA=1.86. (3) Drug 1: C1CCC(CC1)NC(=O)N(CCCl)N=O. Drug 2: CC1=C(C(=CC=C1)Cl)NC(=O)C2=CN=C(S2)NC3=CC(=NC(=N3)C)N4CCN(CC4)CCO. Cell line: HL-60(TB). Synergy scores: CSS=39.4, Synergy_ZIP=1.04, Synergy_Bliss=-1.43, Synergy_Loewe=-3.81, Synergy_HSA=-3.20. (4) Synergy scores: CSS=29.1, Synergy_ZIP=7.48, Synergy_Bliss=6.60, Synergy_Loewe=-9.68, Synergy_HSA=0.738. Drug 1: C1=CC(=C2C(=C1NCCNCCO)C(=O)C3=C(C=CC(=C3C2=O)O)O)NCCNCCO. Cell line: MALME-3M. Drug 2: CC1=C(C(=CC=C1)Cl)NC(=O)C2=CN=C(S2)NC3=CC(=NC(=N3)C)N4CCN(CC4)CCO. (5) Drug 1: C(=O)(N)NO. Drug 2: C1=NNC2=C1C(=O)NC=N2. Cell line: SF-539. Synergy scores: CSS=7.34, Synergy_ZIP=-5.32, Synergy_Bliss=-4.35, Synergy_Loewe=-3.93, Synergy_HSA=-3.95. (6) Drug 1: C1=CC(=CC=C1C#N)C(C2=CC=C(C=C2)C#N)N3C=NC=N3. Drug 2: CN1C(=O)N2C=NC(=C2N=N1)C(=O)N. Cell line: SNB-75. Synergy scores: CSS=-1.96, Synergy_ZIP=0.612, Synergy_Bliss=-0.141, Synergy_Loewe=-1.33, Synergy_HSA=-2.39.